This data is from Reaction yield outcomes from USPTO patents with 853,638 reactions. The task is: Predict the reaction yield, written as a fraction of the theoretical maximum amount of product (1.0 means a 100% yield; for example, 0.34 means a 34% yield). (1) The product is [C:23]([O:27][C:28]([N:30]1[CH2:33][CH:32]([NH:34][C:2]2[CH:10]=[CH:9][C:8]([C:11]#[N:12])=[C:7]3[C:3]=2[CH:4]=[CH:5][NH:6]3)[CH2:31]1)=[O:29])([CH3:26])([CH3:24])[CH3:25]. The reactants are Br[C:2]1[CH:10]=[CH:9][C:8]([C:11]#[N:12])=[C:7]2[C:3]=1[CH:4]=[CH:5][NH:6]2.C[Si]([N-][Si](C)(C)C)(C)C.[Li+].[C:23]([O:27][C:28]([N:30]1[CH2:33][CH:32]([NH2:34])[CH2:31]1)=[O:29])([CH3:26])([CH3:25])[CH3:24]. The catalyst is CC(C1C=C(C(C)C)C(C2C(OC)=CC(Cl)=C(OC)C=2P(C2CCCCC2)C2CCCCC2)=C(C(C)C)C=1)C.C1C=[C-]C(CCN)=CC=1.[Pd+2].C1(P(C2CCCCC2)C2C(OC)=CC=C(OC)C=2C2C(C(C)C)=CC(C(C)C)=CC=2C(C)C)CCCCC1. The yield is 0.570. (2) The reactants are [I:1][C:2]1[C:3]([NH:11]C(=O)C)=[CH:4][C:5]2[O:9][CH2:8][O:7][C:6]=2[CH:10]=1.[OH-].[Na+]. The catalyst is C(O)C.O. The product is [I:1][C:2]1[C:3]([NH2:11])=[CH:4][C:5]2[O:9][CH2:8][O:7][C:6]=2[CH:10]=1. The yield is 0.980. (3) The reactants are [F:1][C:2]1[CH:3]=[C:4]([N:20]([C:29]2[CH:34]=[CH:33][CH:32]=[CH:31][CH:30]=2)[C:21]([C:23]2([C:26]([NH2:28])=[O:27])[CH2:25][CH2:24]2)=[O:22])[CH:5]=[CH:6][C:7]=1[O:8][C:9]1[C:18]2[C:13](=[CH:14][C:15]([OH:19])=[CH:16][CH:17]=2)[N:12]=[CH:11][CH:10]=1.CS(O[CH2:40][CH2:41][CH2:42][N:43]1[CH2:49][CH:48]([OH:50])[C:45]2([CH2:47][CH2:46]2)[CH2:44]1)(=O)=O.C([O-])([O-])=O.[Cs+].[Cs+]. The catalyst is CC(N(C)C)=O. The product is [OH:50][CH:48]1[C:45]2([CH2:47][CH2:46]2)[CH2:44][N:43]([CH2:42][CH2:41][CH2:40][O:19][C:15]2[CH:14]=[C:13]3[C:18]([C:9]([O:8][C:7]4[CH:6]=[CH:5][C:4]([N:20]([C:29]5[CH:30]=[CH:31][CH:32]=[CH:33][CH:34]=5)[C:21]([C:23]5([C:26]([NH2:28])=[O:27])[CH2:25][CH2:24]5)=[O:22])=[CH:3][C:2]=4[F:1])=[CH:10][CH:11]=[N:12]3)=[CH:17][CH:16]=2)[CH2:49]1. The yield is 0.530. (4) The reactants are [Cl:1][CH2:2][C:3]1[CH:11]=[CH:10][C:6]([C:7]([OH:9])=O)=[CH:5][CH:4]=1.C(Cl)(=O)C(Cl)=O.[CH3:18][NH:19][CH2:20][CH2:21][OH:22]. The catalyst is ClCCl.CN(C=O)C. The product is [Cl:1][CH2:2][C:3]1[CH:4]=[CH:5][C:6]([C:7]([N:19]([CH2:20][CH2:21][OH:22])[CH3:18])=[O:9])=[CH:10][CH:11]=1. The yield is 0.0500. (5) The yield is 0.930. The product is [Br:1][C:2]1[CH:7]=[CH:6][C:5]([CH2:8][NH:11][CH3:10])=[CH:4][CH:3]=1. No catalyst specified. The reactants are [Br:1][C:2]1[CH:7]=[CH:6][C:5]([CH2:8]Br)=[CH:4][CH:3]=1.[CH3:10][NH2:11].